This data is from NCI-60 drug combinations with 297,098 pairs across 59 cell lines. The task is: Regression. Given two drug SMILES strings and cell line genomic features, predict the synergy score measuring deviation from expected non-interaction effect. (1) Drug 1: C1C(C(OC1N2C=NC3=C(N=C(N=C32)Cl)N)CO)O. Drug 2: CC1=C(N=C(N=C1N)C(CC(=O)N)NCC(C(=O)N)N)C(=O)NC(C(C2=CN=CN2)OC3C(C(C(C(O3)CO)O)O)OC4C(C(C(C(O4)CO)O)OC(=O)N)O)C(=O)NC(C)C(C(C)C(=O)NC(C(C)O)C(=O)NCCC5=NC(=CS5)C6=NC(=CS6)C(=O)NCCC[S+](C)C)O. Cell line: CCRF-CEM. Synergy scores: CSS=65.4, Synergy_ZIP=-0.578, Synergy_Bliss=-0.777, Synergy_Loewe=-10.1, Synergy_HSA=-0.501. (2) Cell line: HL-60(TB). Synergy scores: CSS=54.3, Synergy_ZIP=-20.9, Synergy_Bliss=-22.5, Synergy_Loewe=-15.2, Synergy_HSA=-14.8. Drug 2: CC1CCC2CC(C(=CC=CC=CC(CC(C(=O)C(C(C(=CC(C(=O)CC(OC(=O)C3CCCCN3C(=O)C(=O)C1(O2)O)C(C)CC4CCC(C(C4)OC)O)C)C)O)OC)C)C)C)OC. Drug 1: C1=C(C(=O)NC(=O)N1)F. (3) Drug 1: C1=C(C(=O)NC(=O)N1)N(CCCl)CCCl. Drug 2: CCC1(C2=C(COC1=O)C(=O)N3CC4=CC5=C(C=CC(=C5CN(C)C)O)N=C4C3=C2)O.Cl. Cell line: T-47D. Synergy scores: CSS=11.6, Synergy_ZIP=-10.2, Synergy_Bliss=-3.05, Synergy_Loewe=-11.5, Synergy_HSA=-1.68. (4) Drug 1: CC=C1C(=O)NC(C(=O)OC2CC(=O)NC(C(=O)NC(CSSCCC=C2)C(=O)N1)C(C)C)C(C)C. Drug 2: B(C(CC(C)C)NC(=O)C(CC1=CC=CC=C1)NC(=O)C2=NC=CN=C2)(O)O. Cell line: RXF 393. Synergy scores: CSS=40.8, Synergy_ZIP=3.10, Synergy_Bliss=2.27, Synergy_Loewe=-14.8, Synergy_HSA=2.63. (5) Drug 1: CC1=C(C=C(C=C1)NC(=O)C2=CC=C(C=C2)CN3CCN(CC3)C)NC4=NC=CC(=N4)C5=CN=CC=C5. Drug 2: CC1=C(C(=O)C2=C(C1=O)N3CC4C(C3(C2COC(=O)N)OC)N4)N. Cell line: RPMI-8226. Synergy scores: CSS=26.7, Synergy_ZIP=-0.918, Synergy_Bliss=1.48, Synergy_Loewe=-24.2, Synergy_HSA=3.54.